Task: Regression. Given a peptide amino acid sequence and an MHC pseudo amino acid sequence, predict their binding affinity value. This is MHC class I binding data.. Dataset: Peptide-MHC class I binding affinity with 185,985 pairs from IEDB/IMGT (1) The peptide sequence is MWHVTRGAF. The MHC is HLA-C04:01 with pseudo-sequence HLA-C04:01. The binding affinity (normalized) is 0.213. (2) The peptide sequence is LYIIKLVFL. The MHC is Patr-A0901 with pseudo-sequence Patr-A0901. The binding affinity (normalized) is 0.143. (3) The peptide sequence is GQGGSPTAM. The MHC is HLA-A68:01 with pseudo-sequence HLA-A68:01. The binding affinity (normalized) is 0. (4) The peptide sequence is KRSTPFYTK. The MHC is HLA-B15:01 with pseudo-sequence HLA-B15:01. The binding affinity (normalized) is 0.0847. (5) The peptide sequence is RRYTRRISL. The MHC is HLA-C07:02 with pseudo-sequence HLA-C07:02. The binding affinity (normalized) is 0.578. (6) The peptide sequence is EGFDPRALI. The MHC is HLA-B39:01 with pseudo-sequence HLA-B39:01. The binding affinity (normalized) is 0.0847. (7) The peptide sequence is SSCSSCPLSKI. The MHC is HLA-A26:01 with pseudo-sequence HLA-A26:01. The binding affinity (normalized) is 0.